This data is from Forward reaction prediction with 1.9M reactions from USPTO patents (1976-2016). The task is: Predict the product of the given reaction. (1) Given the reactants [CH3:1][N:2]1[CH:6]=[C:5]([CH3:7])[C:4]([C:8]([OH:10])=O)=[N:3]1.S(Cl)([Cl:13])=O, predict the reaction product. The product is: [CH3:1][N:2]1[CH:6]=[C:5]([CH3:7])[C:4]([C:8]([Cl:13])=[O:10])=[N:3]1. (2) Given the reactants [F:1][C:2]1[CH:3]=[CH:4][C:5]([OH:18])=[C:6]2[C:11]=1[NH:10][C:9](=[O:12])[NH:8][C:7]12[CH2:17][CH2:16][CH2:15][CH2:14][CH2:13]1.[Cl:19][C:20]1[C:21](F)=[C:22]([CH:25]=[CH:26][CH:27]=1)[C:23]#[N:24], predict the reaction product. The product is: [Cl:19][C:20]1[C:21]([O:18][C:5]2[CH:4]=[CH:3][C:2]([F:1])=[C:11]3[C:6]=2[C:7]2([CH2:17][CH2:16][CH2:15][CH2:14][CH2:13]2)[NH:8][C:9](=[O:12])[NH:10]3)=[C:22]([CH:25]=[CH:26][CH:27]=1)[C:23]#[N:24]. (3) The product is: [N+:17]([C:20]1[CH:38]=[CH:37][C:23]([CH2:24][O:25][C:26]([C:28]2[N:29]3[C@H:32]([S:33][CH:34]=2)[C:31]([CH:11]([O:12][C:39](=[O:41])[CH3:40])[C:9]2[CH:10]=[C:4]4[CH2:3][S:2](=[O:1])(=[O:13])[CH2:7][CH2:6][N:5]4[N:8]=2)([Br:35])[C:30]3=[O:36])=[O:27])=[CH:22][CH:21]=1)([O-:19])=[O:18]. Given the reactants [O:1]=[S:2]1(=[O:13])[CH2:7][CH2:6][N:5]2[N:8]=[C:9]([CH:11]=[O:12])[CH:10]=[C:4]2[CH2:3]1.[Mg+2].[Br-].[Br-].[N+:17]([C:20]1[CH:38]=[CH:37][C:23]([CH2:24][O:25][C:26]([C:28]2[N:29]3[C@H:32]([S:33][CH:34]=2)[C@@H:31]([Br:35])[C:30]3=[O:36])=[O:27])=[CH:22][CH:21]=1)([O-:19])=[O:18].[C:39](OC(=O)C)(=[O:41])[CH3:40], predict the reaction product.